This data is from Experimentally validated miRNA-target interactions with 360,000+ pairs, plus equal number of negative samples. The task is: Binary Classification. Given a miRNA mature sequence and a target amino acid sequence, predict their likelihood of interaction. (1) The miRNA is hsa-miR-1827 with sequence UGAGGCAGUAGAUUGAAU. The protein sequence of the target gene is MAELVPFAVPIESDKTLLVWELSSGPTAEALHHSLFTAFSQFGLLYSVRVFPNAAVAHPGFYAVIKFYSARAAHRAQKACDRKQLFQKSPVKVRLGTRHKAVQHQALALNSSKCQELANYYFGFNGCSKRIIKLQELSDLEERENEDSMVPLPKQSLKFFCALEVVLPSCDCRSPGIGLVEEPMDKVEEGPLSFLMKRKTAQKLAIQKALSDAFQKLLIVVLESGKIAVEYRPSEDIVGVRCEEELHGLIQVPCSPWKQYGQEEEGYLSDFSLEEEEFRLPELD. Result: 0 (no interaction). (2) The protein sequence of the target gene is MSDDAGDTLATGDKAEVTEMPNSDSLPEDAEVHCDSAAVSHEPTPADPRGEGHENAAVQGAGAAAIGPPVQPQDANALEPPLNGDVTEDTLAECIDSVSLEAEPRSEIPLQEQNYLAVDSPPSGGGWAGWGSWGKSLLSSASATVGHGLTAVKEKAGATLRIHGVNSGSSEGAQPNTENGVPEITDAATDQGPAESPPTSPSSASRGMLSAITNVVQNTGKSVLTGGLDALEFIGKKTMNVLAESDPGFKRTKTLMERTVSLSQMLREAKEKEKQRLAQQLTMERTAHYGMLFDEYQGLS.... Result: 0 (no interaction). The miRNA is mmu-miR-5129-5p with sequence AUGUGGGGGCAUUGGUAUUUUC. (3) The miRNA is hsa-miR-4290 with sequence UGCCCUCCUUUCUUCCCUC. The protein sequence of the target gene is MKKQFNRMRQLANQTVGRAEKTEVLSEDLLQVEKRLELVKQVSHSTHKKLTACLQGQQGAEADKRSKKLPLTTLAQCLMEGSAILGDDTLLGKMLKLCGETEDKLAQELIHFELQVERDVIEPLFLLAEVEIPNIQKQRKHLAKLVLDMDSSRTRWQQTSKSSGLSSSLQPAGAKADALREEMEEAANRVEICRDQLSADMYSFVAKEIDYANYFQTLIEVQAEYHRKSLTLLQAVLPQIKAQQEAWVEKPSFGKPLEEHLTISGREIAFPIEACVTMLLECGMQEEGLFRVAPSASKLK.... Result: 0 (no interaction).